From a dataset of Peptide-MHC class I binding affinity with 185,985 pairs from IEDB/IMGT. Regression. Given a peptide amino acid sequence and an MHC pseudo amino acid sequence, predict their binding affinity value. This is MHC class I binding data. (1) The peptide sequence is YQPSSGCYI. The MHC is HLA-A24:02 with pseudo-sequence HLA-A24:02. The binding affinity (normalized) is 0.179. (2) The peptide sequence is VMLLDIDYF. The MHC is HLA-A26:01 with pseudo-sequence HLA-A26:01. The binding affinity (normalized) is 0.0847. (3) The peptide sequence is KQFYIFNTH. The MHC is HLA-A02:01 with pseudo-sequence HLA-A02:01. The binding affinity (normalized) is 0.0847.